Dataset: Full USPTO retrosynthesis dataset with 1.9M reactions from patents (1976-2016). Task: Predict the reactants needed to synthesize the given product. (1) Given the product [CH3:8][CH:9]([OH:11])[CH3:10].[NH:14]([CH2:15][CH3:16])[CH2:13][CH3:12], predict the reactants needed to synthesize it. The reactants are: CCCCCCC.[CH3:8][CH:9]([OH:11])[CH3:10].[CH3:12][CH2:13][N:14](CC)[CH2:15][CH3:16]. (2) Given the product [CH2:1]([C:3]1[C:4](=[O:37])[NH:5][C:6](=[O:36])[N:7]([CH:35]=1)[C@@H:8]1[O:34][C@H:12]([CH2:13][OH:14])[C@@H:10]([O:11][CH3:39])[CH2:9]1)[CH3:2], predict the reactants needed to synthesize it. The reactants are: [CH2:1]([C:3]1[C:4](=[O:37])[NH:5][C:6](=[O:36])[N:7]([CH:35]=1)[C@@H:8]1[O:34][C@H:12]([CH2:13][O:14]C(C2C=CC=CC=2)(C2C=CC=CC=2)C2C=CC=CC=2)[C@@H:10]([OH:11])[CH2:9]1)[CH3:2].I[CH3:39].[OH-].[K+]. (3) Given the product [NH2:12][C:4]1[CH:3]=[C:2]([F:1])[CH:10]=[C:9]2[C:5]=1[CH2:6][O:7][C:8]2=[O:11], predict the reactants needed to synthesize it. The reactants are: [F:1][C:2]1[CH:10]=[C:9]2[C:5]([CH2:6][O:7][C:8]2=[O:11])=[C:4]([N+:12]([O-])=O)[CH:3]=1.[H][H].